This data is from NCI-60 drug combinations with 297,098 pairs across 59 cell lines. The task is: Regression. Given two drug SMILES strings and cell line genomic features, predict the synergy score measuring deviation from expected non-interaction effect. (1) Drug 1: COC1=CC(=CC(=C1O)OC)C2C3C(COC3=O)C(C4=CC5=C(C=C24)OCO5)OC6C(C(C7C(O6)COC(O7)C8=CC=CS8)O)O. Drug 2: C1=CN(C(=O)N=C1N)C2C(C(C(O2)CO)O)O.Cl. Cell line: HCC-2998. Synergy scores: CSS=38.9, Synergy_ZIP=-5.79, Synergy_Bliss=0.981, Synergy_Loewe=3.81, Synergy_HSA=5.55. (2) Drug 1: CN1CCC(CC1)COC2=C(C=C3C(=C2)N=CN=C3NC4=C(C=C(C=C4)Br)F)OC. Drug 2: C1=CN(C(=O)N=C1N)C2C(C(C(O2)CO)O)O.Cl. Cell line: SF-268. Synergy scores: CSS=11.4, Synergy_ZIP=-2.86, Synergy_Bliss=2.46, Synergy_Loewe=-21.1, Synergy_HSA=-0.482.